From a dataset of NCI-60 drug combinations with 297,098 pairs across 59 cell lines. Regression. Given two drug SMILES strings and cell line genomic features, predict the synergy score measuring deviation from expected non-interaction effect. (1) Drug 1: C1=NC2=C(N=C(N=C2N1C3C(C(C(O3)CO)O)F)Cl)N. Drug 2: CC=C1C(=O)NC(C(=O)OC2CC(=O)NC(C(=O)NC(CSSCCC=C2)C(=O)N1)C(C)C)C(C)C. Cell line: UACC62. Synergy scores: CSS=79.3, Synergy_ZIP=-7.15, Synergy_Bliss=-7.23, Synergy_Loewe=-0.496, Synergy_HSA=0.814. (2) Drug 1: CC1=C(C(=CC=C1)Cl)NC(=O)C2=CN=C(S2)NC3=CC(=NC(=N3)C)N4CCN(CC4)CCO. Drug 2: CC12CCC3C(C1CCC2O)C(CC4=C3C=CC(=C4)O)CCCCCCCCCS(=O)CCCC(C(F)(F)F)(F)F. Cell line: OVCAR-4. Synergy scores: CSS=4.04, Synergy_ZIP=-0.862, Synergy_Bliss=1.92, Synergy_Loewe=-1.52, Synergy_HSA=0.844. (3) Drug 1: COC1=C(C=C2C(=C1)N=CN=C2NC3=CC(=C(C=C3)F)Cl)OCCCN4CCOCC4. Drug 2: CNC(=O)C1=NC=CC(=C1)OC2=CC=C(C=C2)NC(=O)NC3=CC(=C(C=C3)Cl)C(F)(F)F. Cell line: UACC-257. Synergy scores: CSS=40.5, Synergy_ZIP=-0.696, Synergy_Bliss=1.53, Synergy_Loewe=-4.65, Synergy_HSA=2.19. (4) Drug 1: C(CCl)NC(=O)N(CCCl)N=O. Drug 2: C(CN)CNCCSP(=O)(O)O. Cell line: MDA-MB-231. Synergy scores: CSS=15.0, Synergy_ZIP=-2.64, Synergy_Bliss=1.39, Synergy_Loewe=3.26, Synergy_HSA=3.18. (5) Drug 1: C1=CC(=CC=C1C#N)C(C2=CC=C(C=C2)C#N)N3C=NC=N3. Drug 2: C1CN1P(=S)(N2CC2)N3CC3. Cell line: SF-539. Synergy scores: CSS=19.1, Synergy_ZIP=-5.04, Synergy_Bliss=-0.647, Synergy_Loewe=1.55, Synergy_HSA=0.191. (6) Drug 2: C1C(C(OC1N2C=NC3=C2NC=NCC3O)CO)O. Cell line: U251. Drug 1: CN(C)N=NC1=C(NC=N1)C(=O)N. Synergy scores: CSS=6.46, Synergy_ZIP=-4.09, Synergy_Bliss=-3.35, Synergy_Loewe=-3.27, Synergy_HSA=-2.21. (7) Drug 1: C#CCC(CC1=CN=C2C(=N1)C(=NC(=N2)N)N)C3=CC=C(C=C3)C(=O)NC(CCC(=O)O)C(=O)O. Drug 2: C1CN(P(=O)(OC1)NCCCl)CCCl. Cell line: UACC62. Synergy scores: CSS=1.40, Synergy_ZIP=-0.705, Synergy_Bliss=-1.62, Synergy_Loewe=-0.446, Synergy_HSA=-1.29.